This data is from NCI-60 drug combinations with 297,098 pairs across 59 cell lines. The task is: Regression. Given two drug SMILES strings and cell line genomic features, predict the synergy score measuring deviation from expected non-interaction effect. (1) Cell line: LOX IMVI. Drug 2: CCN(CC)CCCC(C)NC1=C2C=C(C=CC2=NC3=C1C=CC(=C3)Cl)OC. Synergy scores: CSS=25.5, Synergy_ZIP=-9.41, Synergy_Bliss=-5.37, Synergy_Loewe=-28.1, Synergy_HSA=-5.14. Drug 1: CC1=CC2C(CCC3(C2CCC3(C(=O)C)OC(=O)C)C)C4(C1=CC(=O)CC4)C. (2) Drug 1: COC1=CC(=CC(=C1O)OC)C2C3C(COC3=O)C(C4=CC5=C(C=C24)OCO5)OC6C(C(C7C(O6)COC(O7)C8=CC=CS8)O)O. Drug 2: C(CC(=O)O)C(=O)CN.Cl. Cell line: MDA-MB-435. Synergy scores: CSS=3.13, Synergy_ZIP=-2.78, Synergy_Bliss=-3.75, Synergy_Loewe=-11.5, Synergy_HSA=-6.38.